Dataset: Catalyst prediction with 721,799 reactions and 888 catalyst types from USPTO. Task: Predict which catalyst facilitates the given reaction. The catalyst class is: 9. Reactant: [CH3:1][CH:2]([CH3:6])[CH2:3][CH2:4][OH:5].[H-].[Na+].F[C:10]1[CH:15]=[CH:14][C:13]([N+:16]([O-:18])=[O:17])=[CH:12][CH:11]=1.[Cl-].[NH4+]. Product: [CH3:1][CH:2]([CH3:6])[CH2:3][CH2:4][O:5][C:10]1[CH:15]=[CH:14][C:13]([N+:16]([O-:18])=[O:17])=[CH:12][CH:11]=1.